This data is from Catalyst prediction with 721,799 reactions and 888 catalyst types from USPTO. The task is: Predict which catalyst facilitates the given reaction. (1) Reactant: [OH-].[Na+].[F:3][C:4]1[CH:9]=[CH:8][CH:7]=[C:6]([F:10])[C:5]=1[S:11](Cl)(=[O:13])=[O:12].[F:15][C:16]1[CH:24]=[C:23]2[C:19]([C:20]([CH:25]3[CH2:30][CH2:29][N:28]([CH3:31])[CH2:27][CH2:26]3)=[CH:21][NH:22]2)=[CH:18][C:17]=1[OH:32]. Product: [F:15][C:16]1[CH:24]=[C:23]2[C:19]([C:20]([CH:25]3[CH2:26][CH2:27][N:28]([CH3:31])[CH2:29][CH2:30]3)=[CH:21][NH:22]2)=[CH:18][C:17]=1[O:32][S:11]([C:5]1[C:6]([F:10])=[CH:7][CH:8]=[CH:9][C:4]=1[F:3])(=[O:13])=[O:12]. The catalyst class is: 1. (2) Reactant: [CH2:1](O)[C:2]1[CH:10]=[CH:9][C:8]2[O:7][CH2:6][O:5][C:4]=2[CH:3]=1.[ClH:12]. Product: [CH2:1]([Cl:12])[C:2]1[CH:10]=[CH:9][C:8]2[O:7][CH2:6][O:5][C:4]=2[CH:3]=1. The catalyst class is: 11.